Dataset: CYP3A4 inhibition data for predicting drug metabolism from PubChem BioAssay. Task: Regression/Classification. Given a drug SMILES string, predict its absorption, distribution, metabolism, or excretion properties. Task type varies by dataset: regression for continuous measurements (e.g., permeability, clearance, half-life) or binary classification for categorical outcomes (e.g., BBB penetration, CYP inhibition). Dataset: cyp3a4_veith. (1) The compound is COc1ccccc1Cn1nnc2c(=O)[nH]c(C3CCN(C(=O)c4ccc(C)cc4)CC3)nc21. The result is 1 (inhibitor). (2) The molecule is COc1cccc(-c2nccc(NCc3cccc(C)c3)n2)c1. The result is 1 (inhibitor). (3) The molecule is Nc1ncnc2c1ncn2[C@@H]1O[C@@H](CO)[C@H](O)[C@H]1O. The result is 0 (non-inhibitor). (4) The compound is C[C@@H]1O[C@H](C[N+](C)(C)C)C[C@H]1O. The result is 0 (non-inhibitor). (5) The drug is O=C(Cn1cnc2ccccc2c1=O)Nc1nnc(SCc2ccccc2)s1. The result is 0 (non-inhibitor). (6) The drug is CCOC(=O)CSc1cc(C(F)(F)F)nc(-c2ccccn2)n1. The result is 0 (non-inhibitor). (7) The drug is CCc1cc(C(=O)NNC(=S)NCC2CCCO2)cs1. The result is 0 (non-inhibitor). (8) The compound is CC(C)(C)Cn1nc(-c2ccc(Cl)cc2)c2c(N)ncnc21. The result is 0 (non-inhibitor). (9) The molecule is O=C(NCCCN1CCCCCC1)C1CC(=O)N(CCc2ccccc2)C1. The result is 0 (non-inhibitor).